The task is: Predict the product of the given reaction.. This data is from Forward reaction prediction with 1.9M reactions from USPTO patents (1976-2016). (1) Given the reactants Br.[CH:2]([N:5]1C(=O)[CH:9]=[CH:8][C:7]([C:12]2[S:16][C:15]([NH:17][CH3:18])=[N:14][C:13]=2[C:19]2[CH:24]=[CH:23][CH:22]=[CH:21][CH:20]=2)=[N:6]1)([CH3:4])[CH3:3].[C:25](Cl)(=[O:27])[CH3:26].C(Cl)(Cl)Cl.[CH3:33][OH:34], predict the reaction product. The product is: [CH:2]([N:5]1[C:33](=[O:34])[CH:9]=[CH:8][C:7]([C:12]2[S:16][C:15]([N:17]([CH3:18])[C:25](=[O:27])[CH3:26])=[N:14][C:13]=2[C:19]2[CH:24]=[CH:23][CH:22]=[CH:21][CH:20]=2)=[N:6]1)([CH3:4])[CH3:3]. (2) The product is: [CH2:1]([C:3]1([C:9]2[CH:14]=[CH:13][N:12]=[C:11]([O:15][CH3:16])[C:10]=2[CH2:17][OH:18])[O:8][CH2:7][CH2:6][CH2:5][O:4]1)[CH3:2]. Given the reactants [CH2:1]([C:3]1([C:9]2[CH:14]=[CH:13][N:12]=[C:11]([O:15][CH3:16])[C:10]=2[CH:17]=[O:18])[O:8][CH2:7][CH2:6][CH2:5][O:4]1)[CH3:2].[BH4-].[Na+], predict the reaction product.